Task: Predict the reaction yield, written as a fraction of the theoretical maximum amount of product (1.0 means a 100% yield; for example, 0.34 means a 34% yield).. Dataset: Reaction yield outcomes from USPTO patents with 853,638 reactions (1) The reactants are [Cl:1][C:2]1[C:12]2[CH:11]([CH3:13])[CH2:10][N:9](C(=O)C(F)(F)F)[CH2:8][CH2:7][C:6]=2[N:5]=[C:4]([O:20][CH3:21])[C:3]=1[NH:22][CH2:23][CH3:24].C([O-])([O-])=O.[K+].[K+].CO. The catalyst is O. The product is [Cl:1][C:2]1[C:12]2[CH:11]([CH3:13])[CH2:10][NH:9][CH2:8][CH2:7][C:6]=2[N:5]=[C:4]([O:20][CH3:21])[C:3]=1[NH:22][CH2:23][CH3:24]. The yield is 0.930. (2) The reactants are [CH:1](=[C:8]1[NH:12][C:11](=[O:13])[C:10]([N:14]=[O:15])=[C:9]1OC)[C:2]1[CH:7]=[CH:6][CH:5]=[CH:4][CH:3]=1.[NH3:18]. The catalyst is CO. The product is [NH2:18][C:9]1[C:8](=[CH:1][C:2]2[CH:7]=[CH:6][CH:5]=[CH:4][CH:3]=2)[NH:12][C:11](=[O:13])[C:10]=1[N:14]=[O:15]. The yield is 0.450. (3) The reactants are [C:1]([O:4][CH2:5][C:6]([CH3:36])([CH3:35])[CH2:7][N:8]1[C:14]2[CH:15]=[CH:16][C:17]([Cl:19])=[CH:18][C:13]=2[C@@H:12]([C:20]2[CH:25]=[CH:24][CH:23]=[C:22]([O:26][CH3:27])[C:21]=2[O:28][CH3:29])[O:11][C@H:10]([CH2:30][C:31](O)=[O:32])[C:9]1=[O:34])(=[O:3])[CH3:2].S(Cl)(Cl)=O.Cl.[NH2:42][C:43]1[CH:58]=[CH:57][C:46]2[NH:47][C:48]([S:50][CH2:51][C:52]([O:54][CH2:55][CH3:56])=[O:53])=[N:49][C:45]=2[CH:44]=1.C(N(CC)CC)C. The catalyst is O1CCCC1.C(OCC)(=O)C.O.CN(C)C=O. The product is [C:1]([O:4][CH2:5][C:6]([CH3:35])([CH3:36])[CH2:7][N:8]1[C:14]2[CH:15]=[CH:16][C:17]([Cl:19])=[CH:18][C:13]=2[C@@H:12]([C:20]2[CH:25]=[CH:24][CH:23]=[C:22]([O:26][CH3:27])[C:21]=2[O:28][CH3:29])[O:11][C@H:10]([CH2:30][C:31]([NH:42][C:43]2[CH:58]=[CH:57][C:46]3[NH:47][C:48]([S:50][CH2:51][C:52]([O:54][CH2:55][CH3:56])=[O:53])=[N:49][C:45]=3[CH:44]=2)=[O:32])[C:9]1=[O:34])(=[O:3])[CH3:2]. The yield is 0.665. (4) The reactants are Cl.CO[C:4]1[CH:9]=[CH:8][N:7]=[CH:6][C:5]=1[N+:10]([O-:12])=[O:11].[CH2:13]([NH2:15])[CH3:14]. The catalyst is C(O)C.O. The product is [CH2:13]([NH:15][C:4]1[CH:9]=[CH:8][N:7]=[CH:6][C:5]=1[N+:10]([O-:12])=[O:11])[CH3:14]. The yield is 0.880. (5) The reactants are Cl[C:2]1[NH:3][C:4](=[O:12])[C:5]2[CH:10]=[N:9][N:8]([CH3:11])[C:6]=2[N:7]=1.[F:13][C:14]([F:25])([F:24])[C:15]1[N:20]=[CH:19][C:18](B(O)O)=[CH:17][CH:16]=1.C(=O)([O-])[O-].[Na+].[Na+].CN(C=O)C. The catalyst is C1C=CC([P]([Pd]([P](C2C=CC=CC=2)(C2C=CC=CC=2)C2C=CC=CC=2)([P](C2C=CC=CC=2)(C2C=CC=CC=2)C2C=CC=CC=2)[P](C2C=CC=CC=2)(C2C=CC=CC=2)C2C=CC=CC=2)(C2C=CC=CC=2)C2C=CC=CC=2)=CC=1.C(O)C. The product is [CH3:11][N:8]1[C:6]2[N:7]=[C:2]([C:18]3[CH:19]=[N:20][C:15]([C:14]([F:25])([F:24])[F:13])=[CH:16][CH:17]=3)[NH:3][C:4](=[O:12])[C:5]=2[CH:10]=[N:9]1. The yield is 0.760. (6) The reactants are [CH2:1]([CH:4]1[NH:8][C:7]([CH3:10])([CH3:9])[CH2:6][CH2:5]1)[CH:2]=[CH2:3].C(N(CC)CC)C.[C:18](Cl)(=[O:21])[CH:19]=[CH2:20].C([O-])(O)=O.[Na+]. The catalyst is C(Cl)Cl. The product is [CH2:1]([CH:4]1[N:8]([C:18](=[O:21])[CH:19]=[CH2:20])[C:7]([CH3:10])([CH3:9])[CH2:6][CH2:5]1)[CH:2]=[CH2:3]. The yield is 0.800. (7) The reactants are [F:1][C:2]1[CH:10]=[CH:9][C:5]([C:6]([OH:8])=[O:7])=[CH:4][C:3]=1[OH:11].S(Cl)(Cl)=O.C([O-])(O)=O.[Na+].[CH2:21](O)[CH3:22]. The catalyst is ClCCl. The product is [F:1][C:2]1[CH:10]=[CH:9][C:5]([C:6]([O:8][CH2:21][CH3:22])=[O:7])=[CH:4][C:3]=1[OH:11]. The yield is 0.930.